From a dataset of Forward reaction prediction with 1.9M reactions from USPTO patents (1976-2016). Predict the product of the given reaction. (1) The product is: [Cl:29][C:28]1[C:23]2[N:22]=[C:21]([CH3:30])[N:20]([C:14]3[CH:15]=[C:16]([O:19][C:2]4[CH:7]=[CH:6][CH:5]=[CH:4][C:3]=4[S:8]([CH3:11])(=[O:10])=[O:9])[CH:17]=[CH:18][C:13]=3[Cl:12])[C:24]=2[CH:25]=[CH:26][CH:27]=1. Given the reactants F[C:2]1[CH:7]=[CH:6][CH:5]=[CH:4][C:3]=1[S:8]([CH3:11])(=[O:10])=[O:9].[Cl:12][C:13]1[CH:18]=[CH:17][C:16]([OH:19])=[CH:15][C:14]=1[N:20]1[C:24]2[CH:25]=[CH:26][CH:27]=[C:28]([Cl:29])[C:23]=2[N:22]=[C:21]1[CH3:30], predict the reaction product. (2) The product is: [F:1][C:2]1[C:7]([OH:8])=[CH:6][CH:5]=[C:4]([F:10])[C:3]=1[C:11]#[N:12]. Given the reactants [F:1][C:2]1[C:7]([O:8]C)=[CH:6][CH:5]=[C:4]([F:10])[C:3]=1[C:11]#[N:12].B(Br)(Br)Br.O, predict the reaction product. (3) Given the reactants [H-].[Na+].ClC1C2N=C(CC(F)(F)F)[N:9](Cl)C=2C=CC=1.[Cl:19][C:20]1[CH:21]=[C:22]2[C:26](=[CH:27][C:28]=1[Cl:29])[NH:25][C:24]([CH2:30][C:31]([F:34])([F:33])[F:32])=C2.Br[CH2:36][C:37]([C:39]1[C:40]([C:45]2[CH:50]=[CH:49][CH:48]=[CH:47][CH:46]=2)=[N:41][O:42][C:43]=1[CH3:44])=[O:38].[NH4+].[Cl-], predict the reaction product. The product is: [Cl:29][C:28]1[C:20]([Cl:19])=[CH:21][C:22]2[N:9]([CH2:36][C:37]([C:39]3[C:40]([C:45]4[CH:50]=[CH:49][CH:48]=[CH:47][CH:46]=4)=[N:41][O:42][C:43]=3[CH3:44])=[O:38])[C:24]([CH2:30][C:31]([F:32])([F:33])[F:34])=[N:25][C:26]=2[CH:27]=1.